Dataset: Peptide-MHC class I binding affinity with 185,985 pairs from IEDB/IMGT. Task: Regression. Given a peptide amino acid sequence and an MHC pseudo amino acid sequence, predict their binding affinity value. This is MHC class I binding data. (1) The peptide sequence is DKFRKSSFF. The MHC is HLA-A24:02 with pseudo-sequence HLA-A24:02. The binding affinity (normalized) is 0. (2) The peptide sequence is AAYFVGYLK. The MHC is HLA-A31:01 with pseudo-sequence HLA-A31:01. The binding affinity (normalized) is 0.521. (3) The peptide sequence is YTVKYNNL. The MHC is H-2-Db with pseudo-sequence H-2-Db. The binding affinity (normalized) is 0. (4) The peptide sequence is RMYGISPWT. The MHC is HLA-A02:50 with pseudo-sequence HLA-A02:50. The binding affinity (normalized) is 0.728. (5) The peptide sequence is YTLNNGVAM. The MHC is HLA-B15:42 with pseudo-sequence HLA-B15:42. The binding affinity (normalized) is 0.213.